From a dataset of HIV replication inhibition screening data with 41,000+ compounds from the AIDS Antiviral Screen. Binary Classification. Given a drug SMILES string, predict its activity (active/inactive) in a high-throughput screening assay against a specified biological target. (1) The drug is O=C1C=Cc2cc(Br)ccc2C12CCc1c(O)ccc3cc(Br)cc2c13. The result is 0 (inactive). (2) The molecule is CC1(C)SC2c3ccccc3C(=O)N2C1C(=O)O. The result is 0 (inactive). (3) The compound is CCOP(=O)(OCC)C(C)(C)N.O=[N+]([O-])c1cc([N+](=O)[O-])c(O)c([N+](=O)[O-])c1. The result is 0 (inactive). (4) The result is 0 (inactive). The compound is Cc1ccc(S(=O)(=O)O)cc1.N=C(NO)NN=Cc1cc(I)cc(I)c1O.